Dataset: Forward reaction prediction with 1.9M reactions from USPTO patents (1976-2016). Task: Predict the product of the given reaction. (1) Given the reactants Cl[CH2:2][CH2:3][CH2:4][CH:5]1[CH2:14][C:13]2[C:8](=[CH:9][CH:10]=[C:11]([N+:15]([O-:17])=[O:16])[CH:12]=2)[N:7]([CH2:18][C:19]2[CH:24]=[CH:23][C:22]([O:25][CH3:26])=[CH:21][CH:20]=2)[C:6]1=[O:27].[I-].[Na+].C(=O)([O-])[O-].[K+].[K+].[CH3:36][NH:37][CH3:38], predict the reaction product. The product is: [CH3:36][N:37]([CH3:38])[CH2:2][CH2:3][CH2:4][CH:5]1[CH2:14][C:13]2[C:8](=[CH:9][CH:10]=[C:11]([N+:15]([O-:17])=[O:16])[CH:12]=2)[N:7]([CH2:18][C:19]2[CH:24]=[CH:23][C:22]([O:25][CH3:26])=[CH:21][CH:20]=2)[C:6]1=[O:27]. (2) Given the reactants [Cl:1][C:2]1[N:10]=[C:9]([CH3:11])[CH:8]=[CH:7][C:3]=1[C:4]([OH:6])=[O:5].[CH3:12]N(C)C=O.CN(C1C=CC=CN=1)C.C(N=C=NCCCN(C)C)C, predict the reaction product. The product is: [CH3:12][O:5][C:4](=[O:6])[C:3]1[CH:7]=[CH:8][C:9]([CH3:11])=[N:10][C:2]=1[Cl:1]. (3) Given the reactants [NH:1]1[C:10]2[C:5](=[CH:6][CH:7]=[CH:8][CH:9]=2)[CH2:4][C@H:3]([OH:11])[CH2:2]1.Cl[C:13]([O:15][CH3:16])=[O:14].C([O-])([O-])=O.[K+].[K+], predict the reaction product. The product is: [OH:11][C@H:3]1[CH2:4][C:5]2[C:10](=[CH:9][CH:8]=[CH:7][CH:6]=2)[N:1]([C:13]([O:15][CH3:16])=[O:14])[CH2:2]1. (4) Given the reactants [CH2:1]([O:3][C:4](=[O:40])[CH2:5][O:6][C:7]1[CH:12]=[C:11]([CH3:13])[C:10]([CH2:14][C:15]2[CH:20]=[CH:19][C:18]([O:21]CC3C=CC=CC=3)=[C:17]([S:29]([C:32]3[CH:37]=[CH:36][C:35]([F:38])=[CH:34][CH:33]=3)(=[O:31])=[O:30])[CH:16]=2)=[C:9]([CH3:39])[CH:8]=1)[CH3:2], predict the reaction product. The product is: [F:38][C:35]1[CH:34]=[CH:33][C:32]([S:29]([C:17]2[CH:16]=[C:15]([CH:20]=[CH:19][C:18]=2[OH:21])[CH2:14][C:10]2[C:11]([CH3:13])=[CH:12][C:7]([O:6][CH2:5][C:4]([O:3][CH2:1][CH3:2])=[O:40])=[CH:8][C:9]=2[CH3:39])(=[O:31])=[O:30])=[CH:37][CH:36]=1. (5) Given the reactants [CH3:1][O:2][CH2:3][C:4]1[S:5][C:6]2[CH:12]=[CH:11][CH:10]=[CH:9][C:7]=2[N:8]=1.[N+:13]([O-])([OH:15])=[O:14], predict the reaction product. The product is: [CH3:1][O:2][CH2:3][C:4]1[S:5][C:6]2[CH:12]=[C:11]([N+:13]([O-:15])=[O:14])[CH:10]=[CH:9][C:7]=2[N:8]=1.